Dataset: Full USPTO retrosynthesis dataset with 1.9M reactions from patents (1976-2016). Task: Predict the reactants needed to synthesize the given product. The reactants are: [CH2:1]([N:8]1[CH:13]([CH2:14][O:15][Si:16]([C:19]([CH3:22])([CH3:21])[CH3:20])([CH3:18])[CH3:17])[CH2:12][O:11][C:10]([CH2:24][CH:25]=[O:26])([CH3:23])[C:9]1=[O:27])[C:2]1[CH:7]=[CH:6][CH:5]=[CH:4][CH:3]=1.[CH3:28][Mg]Br.[Cl-].[NH4+]. Given the product [CH2:1]([N:8]1[CH:13]([CH2:14][O:15][Si:16]([C:19]([CH3:21])([CH3:22])[CH3:20])([CH3:18])[CH3:17])[CH2:12][O:11][C:10]([CH2:24][CH:25]([OH:26])[CH3:28])([CH3:23])[C:9]1=[O:27])[C:2]1[CH:3]=[CH:4][CH:5]=[CH:6][CH:7]=1, predict the reactants needed to synthesize it.